Dataset: Forward reaction prediction with 1.9M reactions from USPTO patents (1976-2016). Task: Predict the product of the given reaction. (1) Given the reactants [CH3:1][O:2][C:3]1[CH:4]=[C:5]([S:9](Cl)(=[O:11])=[O:10])[CH:6]=[CH:7][CH:8]=1.[F:13][C:14]1[CH:19]=[C:18]([F:20])[CH:17]=[CH:16][C:15]=1[C:21]1[CH:26]=[CH:25][CH:24]=[CH:23][C:22]=1[CH:27]([NH2:29])[CH3:28].C(N(CC)CC)C, predict the reaction product. The product is: [F:13][C:14]1[CH:19]=[C:18]([F:20])[CH:17]=[CH:16][C:15]=1[C:21]1[CH:26]=[CH:25][CH:24]=[CH:23][C:22]=1[CH:27]([NH:29][S:9]([C:5]1[CH:6]=[CH:7][CH:8]=[C:3]([O:2][CH3:1])[CH:4]=1)(=[O:11])=[O:10])[CH3:28]. (2) Given the reactants CS[C:3]([N:6]1[CH2:11][CH2:10][CH2:9][CH2:8][CH:7]1[C:12]1[N:13]=[N:14][N:15]([C:17]2[CH:22]=[CH:21][CH:20]=[C:19]([Cl:23])[CH:18]=2)[N:16]=1)=[N:4][CH3:5].[CH3:24][N:25]([CH3:39])[CH2:26][CH2:27][O:28][C:29]1[CH:38]=[CH:37][C:32]([C:33]([NH:35][NH2:36])=O)=[CH:31][CH:30]=1, predict the reaction product. The product is: [Cl:23][C:19]1[CH:18]=[C:17]([N:15]2[N:14]=[N:13][C:12]([CH:7]3[CH2:8][CH2:9][CH2:10][CH2:11][N:6]3[C:3]3[N:4]([CH3:5])[C:33]([C:32]4[CH:37]=[CH:38][C:29]([O:28][CH2:27][CH2:26][N:25]([CH3:39])[CH3:24])=[CH:30][CH:31]=4)=[N:35][N:36]=3)=[N:16]2)[CH:22]=[CH:21][CH:20]=1. (3) Given the reactants [N:1]1([C:7]([O:9][CH2:10][C:11]2[CH:16]=[CH:15][CH:14]=[CH:13][CH:12]=2)=[O:8])[CH2:6][CH2:5][NH:4][CH2:3][CH2:2]1.[Si:17]([O:24][CH2:25][CH:26]=O)([C:20]([CH3:23])([CH3:22])[CH3:21])([CH3:19])[CH3:18].ClC(Cl)C.C(O[BH-](OC(=O)C)OC(=O)C)(=O)C.[Na+].C(=O)(O)[O-].[Na+], predict the reaction product. The product is: [Si:17]([O:24][CH2:25][CH2:26][N:4]1[CH2:5][CH2:6][N:1]([C:7]([O:9][CH2:10][C:11]2[CH:16]=[CH:15][CH:14]=[CH:13][CH:12]=2)=[O:8])[CH2:2][CH2:3]1)([C:20]([CH3:23])([CH3:22])[CH3:21])([CH3:19])[CH3:18]. (4) Given the reactants [F:1][C:2]1[CH:7]=[CH:6][C:5]([C@@H:8]2[CH2:10][C@H:9]2[N:11]([CH2:33][CH:34]=[CH2:35])[CH2:12][CH2:13][CH2:14][C@H:15]([NH:19][C:20]([C:22]2[CH:27]=[CH:26][C:25]([N:28]3[CH:32]=[CH:31][CH:30]=[N:29]3)=[CH:24][CH:23]=2)=[O:21])[C:16](O)=[O:17])=[CH:4][CH:3]=1.[NH:36]1[CH2:39][CH:38]([C:40]#[N:41])[CH2:37]1, predict the reaction product. The product is: [C:40]([CH:38]1[CH2:39][N:36]([C:16](=[O:17])[C@@H:15]([NH:19][C:20](=[O:21])[C:22]2[CH:23]=[CH:24][C:25]([N:28]3[CH:32]=[CH:31][CH:30]=[N:29]3)=[CH:26][CH:27]=2)[CH2:14][CH2:13][CH2:12][N:11]([C@@H:9]2[CH2:10][C@H:8]2[C:5]2[CH:6]=[CH:7][C:2]([F:1])=[CH:3][CH:4]=2)[CH2:33][CH:34]=[CH2:35])[CH2:37]1)#[N:41]. (5) Given the reactants [CH3:1][O:2][C:3]1[CH:8]=[CH:7][CH:6]=[CH:5][C:4]=1[O:9][CH3:10].[CH:11]1([C:16](O)=[O:17])[CH2:15][CH2:14][CH2:13][CH2:12]1, predict the reaction product. The product is: [CH:11]1([C:16]([C:6]2[CH:7]=[CH:8][C:3]([O:2][CH3:1])=[C:4]([O:9][CH3:10])[CH:5]=2)=[O:17])[CH2:15][CH2:14][CH2:13][CH2:12]1.